This data is from Forward reaction prediction with 1.9M reactions from USPTO patents (1976-2016). The task is: Predict the product of the given reaction. (1) Given the reactants [H-].[Na+].[CH3:3][C:4]1([CH3:18])[CH2:12][C:11]2[NH:10][N:9]=[C:8]([C:13]([F:16])([F:15])[F:14])[C:7]=2[C:6](=[O:17])[CH2:5]1.[Br:19][C:20]1[CH:27]=[C:26](F)[CH:25]=[CH:24][C:21]=1[C:22]#[N:23], predict the reaction product. The product is: [Br:19][C:20]1[CH:27]=[C:26]([N:10]2[C:11]3[CH2:12][C:4]([CH3:18])([CH3:3])[CH2:5][C:6](=[O:17])[C:7]=3[C:8]([C:13]([F:16])([F:15])[F:14])=[N:9]2)[CH:25]=[CH:24][C:21]=1[C:22]#[N:23]. (2) Given the reactants C[O-].[Na+].C(O)(=O)C.[CH:8]([NH2:10])=[NH:9].[CH3:11][CH:12]([CH2:22][C:23]([O:25][CH3:26])=[O:24])[CH:13]([C:18](OC)=[O:19])[C:14](OC)=[O:15], predict the reaction product. The product is: [OH:19][C:18]1[C:13]([CH:12]([CH3:11])[CH2:22][C:23]([O:25][CH3:26])=[O:24])=[C:14]([OH:15])[N:10]=[CH:8][N:9]=1. (3) Given the reactants [F:1][C:2]1[C:6]([F:7])=[CH:5][NH:4][C:3]=1[CH3:8].C([O-])([O-])=O.[K+].[K+].[Cl:15][C:16]([Cl:21])([Cl:20])[C:17](Cl)=[O:18].C([O-])(O)=O.[Na+], predict the reaction product. The product is: [Cl:15][C:16]([Cl:21])([Cl:20])[C:17]([C:5]1[NH:4][C:3]([CH3:8])=[C:2]([F:1])[C:6]=1[F:7])=[O:18]. (4) Given the reactants C(OC([N:8]1[CH2:13][CH2:12][N:11]([C:14]([CH:16]2[CH2:21][CH2:20][N:19]([C:22]3[CH:27]=[CH:26][C:25]([F:28])=[C:24]([C:29]4[NH:33][C:32]5[CH:34]=[CH:35][C:36]([CH3:38])=[CH:37][C:31]=5[N:30]=4)[CH:23]=3)[CH2:18][CH2:17]2)=[O:15])[CH2:10][CH2:9]1)=O)(C)(C)C, predict the reaction product. The product is: [F:28][C:25]1[CH:26]=[CH:27][C:22]([N:19]2[CH2:18][CH2:17][CH:16]([C:14]([N:11]3[CH2:10][CH2:9][NH:8][CH2:13][CH2:12]3)=[O:15])[CH2:21][CH2:20]2)=[CH:23][C:24]=1[C:29]1[NH:33][C:32]2[CH:34]=[CH:35][C:36]([CH3:38])=[CH:37][C:31]=2[N:30]=1. (5) Given the reactants [NH2:1][CH2:2][C:3]1[CH:8]=[CH:7][C:6]([CH:9]([CH3:29])[C:10]([NH:12][CH2:13][C:14]2[C:15]([N:24]3[CH2:28][CH2:27][CH2:26][CH2:25]3)=[N:16][C:17]([C:20]([F:23])([F:22])[F:21])=[CH:18][CH:19]=2)=[O:11])=[CH:5][C:4]=1[Cl:30].[CH3:31][S:32](Cl)(=[O:34])=[O:33], predict the reaction product. The product is: [Cl:30][C:4]1[CH:5]=[C:6]([CH:9]([CH3:29])[C:10]([NH:12][CH2:13][C:14]2[C:15]([N:24]3[CH2:28][CH2:27][CH2:26][CH2:25]3)=[N:16][C:17]([C:20]([F:23])([F:21])[F:22])=[CH:18][CH:19]=2)=[O:11])[CH:7]=[CH:8][C:3]=1[CH2:2][NH:1][S:32]([CH3:31])(=[O:34])=[O:33]. (6) Given the reactants [F:1][C:2]([F:43])([F:42])[C:3]1[N:8]=[CH:7][C:6]([C:9]2[CH:14]=[C:13]([CH2:15][NH:16][C:17]([C@@H:19]3[CH2:23][C@@H:22]([F:24])[CH2:21][N:20]3C(OC(C)(C)C)=O)=[O:18])[CH:12]=[C:11]([C:32]3[CH:33]=[N:34][C:35]([C:38]([F:41])([F:40])[F:39])=[CH:36][CH:37]=3)[N:10]=2)=[CH:5][CH:4]=1.[ClH:44], predict the reaction product. The product is: [ClH:44].[F:42][C:2]([F:1])([F:43])[C:3]1[N:8]=[CH:7][C:6]([C:9]2[CH:14]=[C:13]([CH2:15][NH:16][C:17]([C@@H:19]3[CH2:23][C@@H:22]([F:24])[CH2:21][NH:20]3)=[O:18])[CH:12]=[C:11]([C:32]3[CH:33]=[N:34][C:35]([C:38]([F:41])([F:40])[F:39])=[CH:36][CH:37]=3)[N:10]=2)=[CH:5][CH:4]=1. (7) Given the reactants [N+:1]([C:4]1[CH:9]=[CH:8][C:7]([CH:10]2[CH2:15][CH2:14][NH:13][CH2:12][CH2:11]2)=[CH:6][CH:5]=1)([O-])=O.[C:16](=O)([O:22]C(C)(C)C)[O:17][C:18]([CH3:21])([CH3:20])[CH3:19].C([O-])(O)=O.[Na+], predict the reaction product. The product is: [NH2:1][C:4]1[CH:9]=[CH:8][C:7]([CH:10]2[CH2:15][CH2:14][N:13]([C:16]([O:17][C:18]([CH3:21])([CH3:20])[CH3:19])=[O:22])[CH2:12][CH2:11]2)=[CH:6][CH:5]=1. (8) The product is: [N:1]1([CH2:6][CH2:7][O:8][C:9]2[CH:10]=[C:11]3[C:16](=[CH:17][CH:18]=2)[CH:15]=[C:14]([C:19]2[C:27]4[C:22](=[CH:23][CH:24]=[C:25]([C:28]5[N:32]=[CH:31][NH:30][N:29]=5)[CH:26]=4)[NH:21][N:20]=2)[CH:13]=[CH:12]3)[CH2:5][CH2:4][CH2:3][CH2:2]1. Given the reactants [N:1]1([CH2:6][CH2:7][O:8][C:9]2[CH:10]=[C:11]3[C:16](=[CH:17][CH:18]=2)[CH:15]=[C:14]([C:19]2[C:27]4[C:22](=[CH:23][CH:24]=[C:25]([C:28]5[N:32]=[CH:31][N:30](C(C6C=CC=CC=6)(C6C=CC=CC=6)C6C=CC=CC=6)[N:29]=5)[CH:26]=4)[N:21](C4CCCCO4)[N:20]=2)[CH:13]=[CH:12]3)[CH2:5][CH2:4][CH2:3][CH2:2]1.Cl, predict the reaction product. (9) Given the reactants [CH3:1][O:2][C:3]1[CH:12]=[C:11]2[C:6]([C:7]([CH3:17])=[CH:8][C:9](=[O:16])[N:10]2[CH2:13][CH:14]=O)=[CH:5][CH:4]=1.[C:18]([O:22][C:23](=[O:40])[N:24]([CH2:31][CH2:32][CH2:33][C:34]1[CH:39]=[CH:38][CH:37]=[CH:36][CH:35]=1)[CH:25]1[CH2:30][CH2:29][NH:28][CH2:27][CH2:26]1)([CH3:21])([CH3:20])[CH3:19].C(O[BH-](OC(=O)C)OC(=O)C)(=O)C.[Na+].C(=O)([O-])O.[Na+], predict the reaction product. The product is: [CH3:1][O:2][C:3]1[CH:12]=[C:11]2[C:6]([C:7]([CH3:17])=[CH:8][C:9](=[O:16])[N:10]2[CH2:13][CH2:14][N:28]2[CH2:27][CH2:26][CH:25]([N:24]([CH2:31][CH2:32][CH2:33][C:34]3[CH:35]=[CH:36][CH:37]=[CH:38][CH:39]=3)[C:23](=[O:40])[O:22][C:18]([CH3:21])([CH3:20])[CH3:19])[CH2:30][CH2:29]2)=[CH:5][CH:4]=1. (10) The product is: [OH:8][CH:9]1[CH2:13][C:12]2([CH2:18][CH2:17][N:16]([C:19]([O:21][C:22]([CH3:25])([CH3:24])[CH3:23])=[O:20])[CH2:15][CH2:14]2)[O:11][CH2:10]1. Given the reactants C([O:8][CH:9]1[CH2:13][C:12]2([CH2:18][CH2:17][N:16]([C:19]([O:21][C:22]([CH3:25])([CH3:24])[CH3:23])=[O:20])[CH2:15][CH2:14]2)[O:11][CH2:10]1)C1C=CC=CC=1.[H][H], predict the reaction product.